Predict the reactants needed to synthesize the given product. From a dataset of Full USPTO retrosynthesis dataset with 1.9M reactions from patents (1976-2016). (1) Given the product [CH2:19]([C:17]1[N:18]=[C:12]2[CH2:11][CH:10]([CH2:9][NH:8][C:6](=[O:7])[C:5]3[CH:27]=[CH:28][C:2]([OH:1])=[CH:3][CH:4]=3)[CH2:15][CH2:14][N:13]2[CH:16]=1)[C:20]1[CH:21]=[CH:22][CH:23]=[CH:24][CH:25]=1, predict the reactants needed to synthesize it. The reactants are: [OH:1][C:2]1[CH:28]=[CH:27][C:5]([C:6]([NH:8][CH2:9][C:10]2[CH:15]=[CH:14][N:13]3[CH:16]=[C:17]([CH:19](O)[C:20]4[CH:25]=[CH:24][CH:23]=[CH:22][CH:21]=4)[N:18]=[C:12]3[CH:11]=2)=[O:7])=[CH:4][CH:3]=1. (2) Given the product [ClH:66].[CH3:28][N:29]1[CH2:34][CH2:33][N:32]([CH2:35][C:36]([N:12]([C:13]2[CH:18]=[CH:17][CH:16]=[CH:15][C:14]=2/[CH:19]=[CH:20]/[C:21]2[CH:22]=[CH:23][N+:24]([O-:27])=[CH:25][CH:26]=2)[S:9]([C:6]2[CH:7]=[CH:8][C:3]([O:2][CH3:1])=[CH:4][CH:5]=2)(=[O:11])=[O:10])=[O:37])[CH2:31][CH2:30]1, predict the reactants needed to synthesize it. The reactants are: [CH3:1][O:2][C:3]1[CH:8]=[CH:7][C:6]([S:9]([NH:12][C:13]2[CH:18]=[CH:17][CH:16]=[CH:15][C:14]=2/[CH:19]=[CH:20]/[C:21]2[CH:26]=[CH:25][N+:24]([O-:27])=[CH:23][CH:22]=2)(=[O:11])=[O:10])=[CH:5][CH:4]=1.[CH3:28][N:29]1[CH2:34][CH2:33][N:32]([CH2:35][C:36](O)=[O:37])[CH2:31][CH2:30]1.N1(C2C=CN=CC=2)CCCC1.C1(N=C=NC2CCCCC2)CCCCC1.C(Cl)[Cl:66]. (3) Given the product [CH3:42][O:8][C:6](=[O:7])[CH:4]=[CH:40][C:35]1[CH:36]=[CH:37][CH:38]=[CH:39][C:34]=1[O:33][C:30]1[CH:31]=[CH:32][C:27]([CH2:26][CH:22]([NH:21][C:19]([O:18][C:14]([CH3:15])([CH3:17])[CH3:16])=[O:20])[C:23]([OH:25])=[O:24])=[CH:28][CH:29]=1, predict the reactants needed to synthesize it. The reactants are: [H-].[Na+].C[C:4](P(OC)(O)=O)([C:6]([O-:8])=[O:7])C.[C:14]([O:18][C:19]([NH:21][CH:22]([CH2:26][C:27]1[CH:32]=[CH:31][C:30]([O:33][C:34]2[CH:39]=[CH:38][CH:37]=[CH:36][C:35]=2[CH:40]=O)=[CH:29][CH:28]=1)[C:23]([OH:25])=[O:24])=[O:20])([CH3:17])([CH3:16])[CH3:15].[CH3:42]CCCCC. (4) Given the product [Br:1][C:2]1[CH:7]=[CH:6][C:5]([C:8]2[O:12][N:11]=[C:10]([CH3:13])[C:9]=2[CH2:14][NH:24][CH2:23][CH:22]([C:16]2[CH:21]=[CH:20][CH:19]=[CH:18][CH:17]=2)[CH3:25])=[CH:4][CH:3]=1, predict the reactants needed to synthesize it. The reactants are: [Br:1][C:2]1[CH:7]=[CH:6][C:5]([C:8]2[O:12][N:11]=[C:10]([CH3:13])[C:9]=2[CH:14]=O)=[CH:4][CH:3]=1.[C:16]1([CH:22]([CH3:25])[CH2:23][NH2:24])[CH:21]=[CH:20][CH:19]=[CH:18][CH:17]=1. (5) Given the product [C:1]([C:5]1[CH:30]=[CH:29][C:8]([CH2:9][O:10][C:11]2[C:20]3[C:19]([CH3:21])([CH3:22])[CH2:18][CH2:17][C:16]([CH3:23])([CH3:24])[C:15]=3[CH:14]=[C:13]([CH:25]([OH:28])[C:26]#[C:27][C:32]3[CH:40]=[CH:39][C:35]([C:36]([OH:38])=[O:37])=[CH:34][CH:33]=3)[CH:12]=2)=[CH:7][CH:6]=1)([CH3:2])([CH3:3])[CH3:4], predict the reactants needed to synthesize it. The reactants are: [C:1]([C:5]1[CH:30]=[CH:29][C:8]([CH2:9][O:10][C:11]2[C:20]3[C:19]([CH3:22])([CH3:21])[CH2:18][CH2:17][C:16]([CH3:24])([CH3:23])[C:15]=3[CH:14]=[C:13]([CH:25]([OH:28])[C:26]#[CH:27])[CH:12]=2)=[CH:7][CH:6]=1)([CH3:4])([CH3:3])[CH3:2].I[C:32]1[CH:40]=[CH:39][C:35]([C:36]([OH:38])=[O:37])=[CH:34][CH:33]=1.